Dataset: Catalyst prediction with 721,799 reactions and 888 catalyst types from USPTO. Task: Predict which catalyst facilitates the given reaction. (1) Reactant: [CH3:1][C:2]1([CH3:33])[C:10]2[CH:9]=[N:8][C:7]([NH:11][C:12]3[CH:17]=[CH:16][N:15]=[C:14]([CH3:18])[CH:13]=3)=[N:6][C:5]=2[CH:4](C(OC)=O)[N:3]1C(OCC1C=CC=CC=1)=O. Product: [CH3:1][C:2]1([CH3:33])[C:10]2[CH:9]=[N:8][C:7]([NH:11][C:12]3[CH:17]=[CH:16][N:15]=[C:14]([CH3:18])[CH:13]=3)=[N:6][C:5]=2[CH2:4][NH:3]1. The catalyst class is: 33. (2) Reactant: Cl.[C:2]([O:6][C:7](=[O:18])[C@H:8]([CH2:10][C:11]([O:13][C:14]([CH3:17])([CH3:16])[CH3:15])=[O:12])[NH2:9])([CH3:5])([CH3:4])[CH3:3].C(=O)([O-])[O-].[K+].[K+].[CH2:25](Br)[CH:26]=[CH2:27]. Product: [C:2]([O:6][C:7](=[O:18])[C@H:8]([CH2:10][C:11]([O:13][C:14]([CH3:17])([CH3:16])[CH3:15])=[O:12])[NH:9][CH2:27][CH:26]=[CH2:25])([CH3:4])([CH3:5])[CH3:3]. The catalyst class is: 10. (3) Reactant: [F:1][C:2]1[CH:37]=[N:36][C:5]2[N:6]([CH:30]3[CH2:35][CH2:34]S[CH2:32][CH2:31]3)[C:7](=[O:29])[N:8]([C@@H:11]3[CH2:16][CH2:15][C@H:14]([NH:17][C:18]([C:20]4N=C5C=CC=CN5C=4)=[O:19])[CH2:13][CH2:12]3)[C:9](=[O:10])[C:4]=2[CH:3]=1.Cl[C:39]1C=CC=C(C(OO)=O)[CH:40]=1.[O-:49][S:50]([O-:52])=O.[Na+].[Na+]. Product: [O:49]=[S:50]1(=[O:52])[CH2:34][CH2:35][CH:30]([N:6]2[C:5]3[N:36]=[CH:37][C:2]([F:1])=[CH:3][C:4]=3[C:9](=[O:10])[N:8]([C@@H:11]3[CH2:12][CH2:13][C@H:14]([NH:17][C:18]([CH:20]4[CH2:40][CH2:39]4)=[O:19])[CH2:15][CH2:16]3)[C:7]2=[O:29])[CH2:31][CH2:32]1. The catalyst class is: 1. (4) Reactant: [Cl:1]N1C(=O)CCC1=O.[CH3:9][O:10][C:11]([CH2:13][C:14]1[CH:23]=[C:22]([NH2:24])[CH:21]=[CH:20][C:15]=1[C:16]([O:18][CH3:19])=[O:17])=[O:12].O.COC(CC1C(Cl)=C(N)C=CC=1C(OC)=O)=O. Product: [CH3:9][O:10][C:11]([CH2:13][C:14]1[CH:23]=[C:22]([NH2:24])[C:21]([Cl:1])=[CH:20][C:15]=1[C:16]([O:18][CH3:19])=[O:17])=[O:12]. The catalyst class is: 10. (5) Reactant: C([O:9][C@H:10]1[CH2:15][CH2:14][N:13]([C:16]([O:18][CH2:19][C:20]2[CH:25]=[CH:24][CH:23]=[CH:22][CH:21]=2)=[O:17])[C@H:12]([C:26]2[CH:27]=[N:28][C:29]([Cl:32])=[CH:30][CH:31]=2)[CH2:11]1)(=O)C1C=CC=CC=1.C([O-])([O-])=O.[K+].[K+]. Product: [Cl:32][C:29]1[N:28]=[CH:27][C:26]([C@@H:12]2[CH2:11][C@@H:10]([OH:9])[CH2:15][CH2:14][N:13]2[C:16]([O:18][CH2:19][C:20]2[CH:21]=[CH:22][CH:23]=[CH:24][CH:25]=2)=[O:17])=[CH:31][CH:30]=1. The catalyst class is: 100. (6) Reactant: C(O)(=O)C.FC(F)(F)C(O)=O.[BH4-].[Na+].[CH3:14][N:15]1[CH2:20][CH2:19][N:18]([C:21]2[CH:26]=[CH:25][C:24]([CH:27](O)[C:28]#[CH:29])=[CH:23][CH:22]=2)[CH2:17][CH2:16]1. Product: [CH3:14][N:15]1[CH2:20][CH2:19][N:18]([C:21]2[CH:26]=[CH:25][C:24]([CH2:27][C:28]#[CH:29])=[CH:23][CH:22]=2)[CH2:17][CH2:16]1. The catalyst class is: 2. (7) Reactant: [Br:1][C:2]1[N:6]=[C:5]([Br:7])[NH:4][N:3]=1.[I-].[K+].[CH3:10][O:11][C:12]1[CH:19]=[CH:18][C:15]([CH2:16]Cl)=[CH:14][CH:13]=1.C(N(CC)C(C)C)(C)C. Product: [Br:1][C:2]1[N:6]=[C:5]([Br:7])[N:4]([CH2:16][C:15]2[CH:18]=[CH:19][C:12]([O:11][CH3:10])=[CH:13][CH:14]=2)[N:3]=1. The catalyst class is: 10. (8) Reactant: [CH3:1][O:2][C:3]([C:5]1[CH:11]=[CH:10][C:8]([OH:9])=[CH:7][CH:6]=1)=[O:4].C([O-])([O-])=O.[K+].[K+].[F:18][C:19]1[CH:26]=[CH:25][CH:24]=[CH:23][C:20]=1[CH2:21]Br. Product: [F:18][C:19]1[CH:26]=[CH:25][CH:24]=[CH:23][C:20]=1[CH2:21][O:9][C:8]1[CH:10]=[CH:11][C:5]([C:3]([O:2][CH3:1])=[O:4])=[CH:6][CH:7]=1. The catalyst class is: 10. (9) Reactant: Br[C:2]1[CH:7]=[CH:6][C:5]([C:8]2([C:11]3[N:15]4[CH2:16][CH2:17][S:18][C:19]([CH2:22][O:23][Si](C(C)(C)C)(C)C)([CH3:21])[CH2:20][C:14]4=[N:13][N:12]=3)[CH2:10][CH2:9]2)=[C:4]([F:31])[CH:3]=1.Cl. The catalyst class is: 5. Product: [F:31][C:4]1[CH:3]=[C:2]([C:2]2[CH:7]=[CH:6][CH:5]=[CH:4][CH:3]=2)[CH:7]=[CH:6][C:5]=1[C:8]1([C:11]2[N:15]3[CH2:16][CH2:17][S:18][C:19]([CH2:22][OH:23])([CH3:21])[CH2:20][C:14]3=[N:13][N:12]=2)[CH2:9][CH2:10]1. (10) Reactant: N#N.C(OC(=O)[N:9]([C:22]([C:24]1[N:25]=[CH:26][S:27][C:28]=1[C:29]1[CH:34]=[CH:33][CH:32]=[C:31]([F:35])[CH:30]=1)=[O:23])[C:10]1[N:11]=[C:12]([CH2:15][CH2:16][CH2:17][CH2:18][C:19](=[O:21])[CH3:20])[O:13][CH:14]=1)(C)(C)C.FC(F)(F)C(O)=O. Product: [O:21]=[C:19]([CH3:20])[CH2:18][CH2:17][CH2:16][CH2:15][C:12]1[O:13][CH:14]=[C:10]([NH:9][C:22]([C:24]2[N:25]=[CH:26][S:27][C:28]=2[C:29]2[CH:34]=[CH:33][CH:32]=[C:31]([F:35])[CH:30]=2)=[O:23])[N:11]=1. The catalyst class is: 2.